From a dataset of Catalyst prediction with 721,799 reactions and 888 catalyst types from USPTO. Predict which catalyst facilitates the given reaction. Reactant: [NH2:1][C:2]1[CH:3]=[N:4][CH:5]=[CH:6][CH:7]=1.[C:8]1([CH:14]([C:20]2[CH:25]=[CH:24][CH:23]=[CH:22][CH:21]=2)[CH2:15][CH2:16][C:17](Cl)=[O:18])[CH:13]=[CH:12][CH:11]=[CH:10][CH:9]=1.C(N(CC)CC)C. Product: [C:20]1([CH:14]([C:8]2[CH:9]=[CH:10][CH:11]=[CH:12][CH:13]=2)[CH2:15][CH2:16][C:17]([NH:1][C:2]2[CH:3]=[N:4][CH:5]=[CH:6][CH:7]=2)=[O:18])[CH:21]=[CH:22][CH:23]=[CH:24][CH:25]=1. The catalyst class is: 4.